The task is: Predict the reaction yield, written as a fraction of the theoretical maximum amount of product (1.0 means a 100% yield; for example, 0.34 means a 34% yield).. This data is from Reaction yield outcomes from USPTO patents with 853,638 reactions. (1) The reactants are C(Cl)(=O)C(Cl)=O.CS(C)=O.[CH2:11]([N:18]1[CH2:23][CH2:22][CH:21]([CH2:24][CH:25]([C:27]2[CH:32]=[CH:31][CH:30]=[CH:29][C:28]=2[Cl:33])[OH:26])[CH2:20][CH2:19]1)[C:12]1[CH:17]=[CH:16][CH:15]=[CH:14][CH:13]=1.C(N(CC)CC)C. The catalyst is ClCCl.C(OCC)(=O)C.O. The product is [CH2:11]([N:18]1[CH2:19][CH2:20][CH:21]([CH2:24][C:25]([C:27]2[CH:32]=[CH:31][CH:30]=[CH:29][C:28]=2[Cl:33])=[O:26])[CH2:22][CH2:23]1)[C:12]1[CH:13]=[CH:14][CH:15]=[CH:16][CH:17]=1. The yield is 0.470. (2) The reactants are [Cl-].O[NH3+:3].[C:4](=[O:7])([O-])[OH:5].[Na+].CS(C)=O.[CH:13]1([C:19](=[O:49])[CH2:20][N:21]2[C:26](=[O:27])[C:25]3[CH:28]=[C:29]([CH2:31][CH3:32])[S:30][C:24]=3[N:23]([CH2:33][C:34]3[CH:39]=[CH:38][C:37]([C:40]4[C:41]([C:46]#[N:47])=[CH:42][CH:43]=[CH:44][CH:45]=4)=[CH:36][CH:35]=3)[C:22]2=[O:48])[CH2:18][CH2:17][CH2:16][CH2:15][CH2:14]1. The catalyst is C(Cl)(Cl)Cl. The product is [CH:13]1([C:19](=[O:49])[CH2:20][N:21]2[C:26](=[O:27])[C:25]3[CH:28]=[C:29]([CH2:31][CH3:32])[S:30][C:24]=3[N:23]([CH2:33][C:34]3[CH:35]=[CH:36][C:37]([C:40]4[CH:45]=[CH:44][CH:43]=[CH:42][C:41]=4[C:46]4[NH:3][C:4](=[O:7])[O:5][N:47]=4)=[CH:38][CH:39]=3)[C:22]2=[O:48])[CH2:18][CH2:17][CH2:16][CH2:15][CH2:14]1. The yield is 0.760. (3) The reactants are [CH3:1][Mg]Br.[CH:4]([C:6]1[C:14]2[O:13][CH2:12][CH:11]([C:15]3[CH:20]=[CH:19][C:18]([CH:21]([CH3:23])[CH3:22])=[CH:17][CH:16]=3)[C:10]=2[C:9]([CH3:24])=[C:8]([NH:25][C:26](=[O:32])[CH2:27][C:28]([CH3:31])([CH3:30])[CH3:29])[C:7]=1[CH3:33])=[O:5]. The catalyst is O. The product is [OH:5][CH:4]([C:6]1[C:14]2[O:13][CH2:12][CH:11]([C:15]3[CH:20]=[CH:19][C:18]([CH:21]([CH3:23])[CH3:22])=[CH:17][CH:16]=3)[C:10]=2[C:9]([CH3:24])=[C:8]([NH:25][C:26](=[O:32])[CH2:27][C:28]([CH3:31])([CH3:30])[CH3:29])[C:7]=1[CH3:33])[CH3:1]. The yield is 0.190. (4) The reactants are [Br:1][C:2]1[CH:7]=[CH:6][C:5]([C:8]2(O)[CH2:11][CH2:10][CH2:9]2)=[CH:4][CH:3]=1.C([SiH](CC)CC)C. The catalyst is C(Cl)Cl. The product is [Br:1][C:2]1[CH:7]=[CH:6][C:5]([CH:8]2[CH2:11][CH2:10][CH2:9]2)=[CH:4][CH:3]=1. The yield is 0.660. (5) The reactants are [C:1]1([CH3:11])[CH:6]=CC(S(O)(=O)=O)=C[CH:2]=1.[CH2:12]([O:19][C:20](=[O:27])[CH2:21][CH2:22][CH2:23][CH2:24][CH2:25][NH2:26])[C:13]1[CH:18]=[CH:17][CH:16]=[CH:15][CH:14]=1.ClC(Cl)([O:31]C(=O)OC(Cl)(Cl)Cl)Cl.C(N(CC)CC)C.Cl.Cl.C[N:50]([CH3:59])[C:51]1[CH:58]=[CH:57][C:54](CN)=[CH:53][CH:52]=1. The catalyst is ClCCl. The product is [CH2:12]([O:19][C:20](=[O:27])[CH2:21][CH2:22][CH2:23][CH2:24][CH2:25][NH:26][C:59]([NH:50][C:51]12[CH2:52][CH:53]3[CH2:54][CH:57]([CH2:11][CH:1]([CH2:6]3)[CH2:2]1)[CH2:58]2)=[O:31])[C:13]1[CH:18]=[CH:17][CH:16]=[CH:15][CH:14]=1. The yield is 0.610. (6) The reactants are [NH:1]1[C:5]2[CH:6]=[CH:7][CH:8]=[CH:9][C:4]=2[NH:3][C:2]1=[C:10]([C:23]([C:25]1[CH:30]=[CH:29][CH:28]=[C:27]([F:31])[CH:26]=1)=[O:24])[C:11]([C:13]1[CH:18]=[CH:17][CH:16]=[C:15]([CH:19]([OH:22])[CH2:20][OH:21])[CH:14]=1)=[O:12].[C:32](N1C=CN=C1)(N1C=CN=C1)=[O:33]. No catalyst specified. The product is [NH:1]1[C:5]2[CH:6]=[CH:7][CH:8]=[CH:9][C:4]=2[NH:3][C:2]1=[C:10]([C:11]([C:13]1[CH:18]=[CH:17][CH:16]=[C:15]([CH:19]2[CH2:20][O:21][C:32](=[O:33])[O:22]2)[CH:14]=1)=[O:12])[C:23]([C:25]1[CH:30]=[CH:29][CH:28]=[C:27]([F:31])[CH:26]=1)=[O:24]. The yield is 0.0900. (7) The reactants are [C:1]([O:5][C:6]([NH:8][C@@H:9]([CH2:24][C:25]1[CH:30]=[CH:29][C:28]([O:31][CH2:32][C:33]2[CH:38]=[CH:37][CH:36]=[CH:35][CH:34]=2)=[C:27]([O:39][CH2:40][C:41]2[CH:46]=[CH:45][CH:44]=[CH:43][CH:42]=2)[CH:26]=1)[C:10]([O:12][C@H:13]([CH3:23])[CH2:14][O:15][Si](C(C)(C)C)(C)C)=[O:11])=[O:7])([CH3:4])([CH3:3])[CH3:2].F.F.F.C(N(CC)CC)C. The catalyst is O1CCCC1. The product is [C:1]([O:5][C:6]([NH:8][C@@H:9]([CH2:24][C:25]1[CH:30]=[CH:29][C:28]([O:31][CH2:32][C:33]2[CH:34]=[CH:35][CH:36]=[CH:37][CH:38]=2)=[C:27]([O:39][CH2:40][C:41]2[CH:46]=[CH:45][CH:44]=[CH:43][CH:42]=2)[CH:26]=1)[C:10]([O:12][C@H:13]([CH3:23])[CH2:14][OH:15])=[O:11])=[O:7])([CH3:2])([CH3:3])[CH3:4]. The yield is 0.980. (8) The product is [C:9]([C:6]1[CH:7]=[C:2]([F:1])[CH:3]=[CH:4][C:5]=1[OH:8])([CH3:12])([CH3:11])[CH3:10]. The catalyst is C(Cl)Cl. The reactants are [F:1][C:2]1[CH:7]=[CH:6][C:5]([OH:8])=[CH:4][CH:3]=1.[C:9](O)([CH3:12])([CH3:11])[CH3:10].S(=O)(=O)(O)O. The yield is 0.420. (9) The reactants are [Cl:1][C:2]1[CH:9]=[C:8]([N:10]([CH2:16][C:17]2[CH:22]=[CH:21][CH:20]=[CH:19][C:18]=2[CH3:23])[C@H:11]2[CH2:15][CH2:14][NH:13][CH2:12]2)[CH:7]=[CH:6][C:3]=1[C:4]#[N:5].Br[CH2:25][C:26]#[N:27]. No catalyst specified. The product is [Cl:1][C:2]1[CH:9]=[C:8]([N:10]([C@H:11]2[CH2:15][CH2:14][N:13]([CH2:25][C:26]#[N:27])[CH2:12]2)[CH2:16][C:17]2[CH:22]=[CH:21][CH:20]=[CH:19][C:18]=2[CH3:23])[CH:7]=[CH:6][C:3]=1[C:4]#[N:5]. The yield is 0.920. (10) The reactants are [C:1]1([N:7]([C:16]2[CH:21]=[CH:20][CH:19]=[CH:18][CH:17]=2)[C:8]2[CH:15]=[CH:14][C:11]([CH:12]=O)=[CH:10][CH:9]=2)[CH:6]=[CH:5][CH:4]=[CH:3][CH:2]=1.O.[CH2:23]1COCC1. No catalyst specified. The product is [C:1]1([N:7]([C:16]2[CH:21]=[CH:20][CH:19]=[CH:18][CH:17]=2)[C:8]2[CH:15]=[CH:14][C:11]([CH:12]=[CH2:23])=[CH:10][CH:9]=2)[CH:6]=[CH:5][CH:4]=[CH:3][CH:2]=1. The yield is 0.890.